Binary Classification. Given a drug SMILES string, predict its activity (active/inactive) in a high-throughput screening assay against a specified biological target. From a dataset of M1 muscarinic receptor antagonist screen with 61,756 compounds. (1) The molecule is O1C(CCCC(=O)CCCCCc2c(C1=O)c(O)cc(O)c2)C. The result is 0 (inactive). (2) The drug is FC(F)(F)Oc1ccc(NC(=O)C=2NCCN2)cc1. The result is 0 (inactive).